From a dataset of Forward reaction prediction with 1.9M reactions from USPTO patents (1976-2016). Predict the product of the given reaction. (1) Given the reactants [CH3:1][C@@H:2]1[CH2:6][N:5](CC2C=NC(C)=NC=2)[CH2:4][C@H:3]1[C:15]1[NH:16][C:17](=[O:30])[C:18]2[CH:23]=[N:22][N:21]([CH:24]3[CH2:29][CH2:28][O:27][CH2:26][CH2:25]3)[C:19]=2[N:20]=1.C([BH3-])#N.[Na+].[F:35][C:36]([F:46])([F:45])[C:37]1[CH:44]=[CH:43][CH:42]=[CH:41][C:38]=1[CH:39]=O, predict the reaction product. The product is: [CH3:1][C@@H:2]1[CH2:6][N:5]([CH2:39][C:38]2[CH:41]=[CH:42][CH:43]=[CH:44][C:37]=2[C:36]([F:46])([F:45])[F:35])[CH2:4][C@H:3]1[C:15]1[NH:16][C:17](=[O:30])[C:18]2[CH:23]=[N:22][N:21]([CH:24]3[CH2:29][CH2:28][O:27][CH2:26][CH2:25]3)[C:19]=2[N:20]=1. (2) Given the reactants [CH3:1][C:2]1([CH3:14])[C:6]([CH3:8])([CH3:7])[O:5][B:4]([C:9]2[CH:10]=[N:11][NH:12][CH:13]=2)[O:3]1.C(=O)([O-])[O-].[Cs+].[Cs+].[CH2:21]([O:23][C:24](=[O:29])[C:25](Br)([CH3:27])[CH3:26])[CH3:22], predict the reaction product. The product is: [CH2:21]([O:23][C:24](=[O:29])[C:25]([CH3:27])([N:12]1[CH:13]=[C:9]([B:4]2[O:5][C:6]([CH3:7])([CH3:8])[C:2]([CH3:14])([CH3:1])[O:3]2)[CH:10]=[N:11]1)[CH3:26])[CH3:22]. (3) Given the reactants Cl.[CH2:2]([C@@H:9]1NC(C)(C)N(C)[C:10]1=[O:17])[C:3]1[CH:8]=[CH:7][CH:6]=[CH:5][CH:4]=1.C(C=C)=O.C1CCC=CC=1, predict the reaction product. The product is: [CH:6]12[CH2:5][CH2:4][CH:3]([CH:8]=[CH:7]1)[CH2:2][C@H:9]2[CH:10]=[O:17]. (4) Given the reactants ClC(Cl)(O[C:5](=O)[O:6][C:7](Cl)(Cl)Cl)Cl.[F:13][C:14]1[C:19]2OC[CH:22]3[CH:26]([C:27]4[CH:32]=[CH:31][CH:30]=[CH:29][CH:28]=4)[NH:25][N:24]=[C:23]3[C:18]=2C=[CH:16][CH:15]=1.[CH2:33]([N:35]([CH2:38]C)[CH2:36]C)C.CNC.[O:43]1CCCC1, predict the reaction product. The product is: [CH3:33][N:35]([CH3:38])[C:36]([N:25]1[CH:26]([C:27]2[CH:28]=[CH:29][CH:30]=[CH:31][CH:32]=2)[CH:22]2[CH2:7][O:6][C:5]3[CH:16]=[CH:15][C:14]([F:13])=[CH:19][C:18]=3[C:23]2=[N:24]1)=[O:43]. (5) Given the reactants [F:1][C:2]1[C:3]([C:19]2[CH:20]=[N:21][NH:22][CH:23]=2)=[C:4]2[CH:10]=[CH:9][N:8]([CH2:11][O:12][CH2:13][CH2:14][Si:15]([CH3:18])([CH3:17])[CH3:16])[C:5]2=[N:6][CH:7]=1.[C:24]([CH:26]=[C:27]1[CH2:30][N:29]([C:31]([O:33][C:34]([CH3:37])([CH3:36])[CH3:35])=[O:32])[CH2:28]1)#[N:25].N12CCCN=C1CCCCC2, predict the reaction product. The product is: [C:24]([CH2:26][C:27]1([N:22]2[CH:23]=[C:19]([C:3]3[C:2]([F:1])=[CH:7][N:6]=[C:5]4[N:8]([CH2:11][O:12][CH2:13][CH2:14][Si:15]([CH3:18])([CH3:17])[CH3:16])[CH:9]=[CH:10][C:4]=34)[CH:20]=[N:21]2)[CH2:30][N:29]([C:31]([O:33][C:34]([CH3:37])([CH3:36])[CH3:35])=[O:32])[CH2:28]1)#[N:25]. (6) Given the reactants [CH3:1][O:2][N:3]=[C:4]([CH3:20])[CH2:5][C:6]1[CH:11]=[CH:10][C:9]([O:12][C:13]2[CH:18]=[CH:17][C:16]([Cl:19])=[CH:15][CH:14]=2)=[CH:8][CH:7]=1.C([BH3-])#N.[Na+], predict the reaction product. The product is: [Cl:19][C:16]1[CH:15]=[CH:14][C:13]([O:12][C:9]2[CH:10]=[CH:11][C:6]([CH2:5][CH:4]([NH:3][O:2][CH3:1])[CH3:20])=[CH:7][CH:8]=2)=[CH:18][CH:17]=1. (7) The product is: [CH2:34]([NH:41][C:42]([NH:1][CH2:2][CH2:3][N:4]([C:18]1[CH:23]=[CH:22][C:21]([CH3:24])=[CH:20][C:19]=1[CH2:25][C:26]1[C:31]([F:32])=[CH:30][CH:29]=[CH:28][C:27]=1[F:33])[S:5]([C:8]1[CH:13]=[CH:12][C:11]([O:14][CH3:15])=[C:10]([O:16][CH3:17])[CH:9]=1)(=[O:6])=[O:7])=[O:43])[C:35]1[CH:40]=[CH:39][CH:38]=[CH:37][CH:36]=1. Given the reactants [NH2:1][CH2:2][CH2:3][N:4]([C:18]1[CH:23]=[CH:22][C:21]([CH3:24])=[CH:20][C:19]=1[CH2:25][C:26]1[C:31]([F:32])=[CH:30][CH:29]=[CH:28][C:27]=1[F:33])[S:5]([C:8]1[CH:13]=[CH:12][C:11]([O:14][CH3:15])=[C:10]([O:16][CH3:17])[CH:9]=1)(=[O:7])=[O:6].[CH2:34]([N:41]=[C:42]=[O:43])[C:35]1[CH:40]=[CH:39][CH:38]=[CH:37][CH:36]=1, predict the reaction product. (8) Given the reactants C(O[C:6](=O)[NH:7][CH:8]([CH:12]1[CH2:16][CH2:15][N:14]([C:17]2[C:26]([CH3:27])=[C:25]3[C:20]([C:21](=[O:33])[N:22]([NH2:32])[C:23](=[O:31])[N:24]3[CH:28]3[CH2:30][CH2:29]3)=[CH:19][C:18]=2[F:34])[CH2:13]1)[CH2:9][C:10]#[N:11])(C)(C)C.Cl, predict the reaction product. The product is: [NH2:32][N:22]1[C:21](=[O:33])[C:20]2[C:25](=[C:26]([CH3:27])[C:17]([N:14]3[CH2:15][CH2:16][CH:12]([CH:8]([NH:7][CH3:6])[CH2:9][C:10]#[N:11])[CH2:13]3)=[C:18]([F:34])[CH:19]=2)[N:24]([CH:28]2[CH2:29][CH2:30]2)[C:23]1=[O:31].